This data is from Peptide-MHC class II binding affinity with 134,281 pairs from IEDB. The task is: Regression. Given a peptide amino acid sequence and an MHC pseudo amino acid sequence, predict their binding affinity value. This is MHC class II binding data. (1) The peptide sequence is VPGNKKFVVNNLFFN. The MHC is DRB3_0202 with pseudo-sequence DRB3_0202. The binding affinity (normalized) is 0.622. (2) The peptide sequence is SPWSWPDLDLKPGAA. The MHC is HLA-DQA10201-DQB10301 with pseudo-sequence HLA-DQA10201-DQB10301. The binding affinity (normalized) is 0. (3) The peptide sequence is LEHEMWRSRADEINA. The MHC is HLA-DQA10201-DQB10301 with pseudo-sequence HLA-DQA10201-DQB10301. The binding affinity (normalized) is 0.582. (4) The peptide sequence is DMFFATVGFALGVFV. The MHC is DRB1_0405 with pseudo-sequence DRB1_0405. The binding affinity (normalized) is 0.314. (5) The binding affinity (normalized) is 0.0401. The peptide sequence is FEAAFNDAIKASTGG. The MHC is HLA-DPA10103-DPB10301 with pseudo-sequence HLA-DPA10103-DPB10301. (6) The peptide sequence is AGYTPAAPAGAEPAGKATTE. The MHC is DRB4_0101 with pseudo-sequence DRB4_0103. The binding affinity (normalized) is 0.255.